This data is from Full USPTO retrosynthesis dataset with 1.9M reactions from patents (1976-2016). The task is: Predict the reactants needed to synthesize the given product. (1) Given the product [CH3:13][N:8]1[C:9]([C:10](=[O:12])[NH:34][CH2:33][CH2:32][C:22]2[N:21]([CH3:20])[CH:25]=[C:24]([C:26]3[CH:31]=[CH:30][CH:29]=[CH:28][CH:27]=3)[N:23]=2)=[C:5]([C:3]([O:2][CH3:1])=[O:4])[N:6]=[C:7]1[C:14]([F:17])([F:16])[F:15], predict the reactants needed to synthesize it. The reactants are: [CH3:1][O:2][C:3]([C:5]1[N:6]=[C:7]([C:14]([F:17])([F:16])[F:15])[N:8]([CH3:13])[C:9]=1[C:10]([OH:12])=O)=[O:4].Cl.Cl.[CH3:20][N:21]1[CH:25]=[C:24]([C:26]2[CH:31]=[CH:30][CH:29]=[CH:28][CH:27]=2)[N:23]=[C:22]1[CH2:32][CH2:33][NH2:34]. (2) Given the product [C:1]([O:5][C:6]([N:8]1[CH2:13][CH2:12][N:11]([S:14]([C:17]2[NH:18][C:19]3[C:24]([CH:25]=2)=[CH:23][C:22]([Cl:26])=[CH:21][CH:20]=3)(=[O:15])=[O:16])[CH2:10][CH:9]1[CH2:27][C:28](=[O:29])[NH:47][S:44]([CH3:43])(=[O:46])=[O:45])=[O:7])([CH3:3])([CH3:2])[CH3:4], predict the reactants needed to synthesize it. The reactants are: [C:1]([O:5][C:6]([N:8]1[CH2:13][CH2:12][N:11]([S:14]([C:17]2[NH:18][C:19]3[C:24]([CH:25]=2)=[CH:23][C:22]([Cl:26])=[CH:21][CH:20]=3)(=[O:16])=[O:15])[CH2:10][CH:9]1[CH2:27][C:28](O)=[O:29])=[O:7])([CH3:4])([CH3:3])[CH3:2].C(N1C=CN=C1)(N1C=CN=C1)=O.[CH3:43][S:44]([NH2:47])(=[O:46])=[O:45].C1CCN2C(=NCCC2)CC1. (3) Given the product [CH3:18][CH:19]1[CH2:20][CH2:21][N:22]([C:25]2[C:30]([CH2:31][NH:32][C:14](=[O:16])[CH:13]([C:10]3[CH:9]=[CH:8][C:7]([CH2:6][NH:5][S:2]([CH3:1])(=[O:3])=[O:4])=[CH:12][CH:11]=3)[CH3:17])=[CH:29][CH:28]=[C:27]([C:33]([F:36])([F:34])[F:35])[N:26]=2)[CH2:23][CH2:24]1, predict the reactants needed to synthesize it. The reactants are: [CH3:1][S:2]([NH:5][CH2:6][C:7]1[CH:12]=[CH:11][C:10]([CH:13]([CH3:17])[C:14]([OH:16])=O)=[CH:9][CH:8]=1)(=[O:4])=[O:3].[CH3:18][CH:19]1[CH2:24][CH2:23][N:22]([C:25]2[C:30]([CH2:31][NH2:32])=[CH:29][CH:28]=[C:27]([C:33]([F:36])([F:35])[F:34])[N:26]=2)[CH2:21][CH2:20]1.ON1C2C=CC=CC=2N=N1.C(N=C=NCCCN(C)C)C.C(N(CC)CC)C. (4) Given the product [CH3:1][O:2][C:3]1[CH:4]=[CH:5][C:6]([C:9]2[C:10]([C:11]3[S:12][CH:13]=[C:14]([CH3:16])[N:15]=3)=[N:19][NH:18][N:17]=2)=[CH:7][CH:8]=1, predict the reactants needed to synthesize it. The reactants are: [CH3:1][O:2][C:3]1[CH:8]=[CH:7][C:6]([C:9]#[C:10][C:11]2[S:12][CH:13]=[C:14]([CH3:16])[N:15]=2)=[CH:5][CH:4]=1.[N-:17]=[N+:18]=[N-:19].C[Si](C#C)(C)C. (5) The reactants are: [C:1]([C:3]1[CH:4]=[C:5]([C:19]2[CH:28]=[CH:27][CH:26]=[C:25]3[C:20]=2[CH:21]=[CH:22][C:23]([S:29]([NH:32][C:33]2[CH:38]=[CH:37][N:36]=[CH:35][N:34]=2)(=[O:31])=[O:30])=[CH:24]3)[C:6]([O:17]C)=[N:7][C:8]=1[C:9]1[CH:14]=[C:13]([F:15])[CH:12]=[C:11]([F:16])[CH:10]=1)#[N:2].B(Br)(Br)Br. Given the product [C:1]([C:3]1[CH:4]=[C:5]([C:19]2[CH:28]=[CH:27][CH:26]=[C:25]3[C:20]=2[CH:21]=[CH:22][C:23]([S:29]([NH:32][C:33]2[CH:38]=[CH:37][N:36]=[CH:35][N:34]=2)(=[O:31])=[O:30])=[CH:24]3)[C:6](=[O:17])[NH:7][C:8]=1[C:9]1[CH:10]=[C:11]([F:16])[CH:12]=[C:13]([F:15])[CH:14]=1)#[N:2], predict the reactants needed to synthesize it. (6) Given the product [CH:1]([N:4]1[C:12]2[CH:11]=[C:10]([C:13]3[CH:14]=[C:15]4[CH:21]=[CH:20][NH:19][C:16]4=[N:17][CH:18]=3)[CH:9]=[C:8]([C:22]([OH:24])=[O:23])[C:7]=2[CH:6]=[N:5]1)([CH3:3])[CH3:2], predict the reactants needed to synthesize it. The reactants are: [CH:1]([N:4]1[C:12]2[CH:11]=[C:10]([C:13]3[CH:14]=[C:15]4[CH:21]=[CH:20][NH:19][C:16]4=[N:17][CH:18]=3)[CH:9]=[C:8]([C:22]([O:24]C)=[O:23])[C:7]=2[CH:6]=[N:5]1)([CH3:3])[CH3:2].O[Li].O. (7) Given the product [N:24]1[CH:23]=[CH:28][CH:27]=[C:26]([N:14]2[C:15]3[C:11](=[CH:10][CH:9]=[C:8]([CH2:7][C@@H:3]4[CH2:4][CH2:5][CH2:6][N:2]4[CH3:1])[CH:16]=3)[CH:12]=[CH:13]2)[CH:25]=1, predict the reactants needed to synthesize it. The reactants are: [CH3:1][N:2]1[CH2:6][CH2:5][CH2:4][C@H:3]1[CH2:7][C:8]1[CH:16]=[C:15]2[C:11]([CH:12]=[CH:13][NH:14]2)=[CH:10][CH:9]=1.C([O-])([O-])=O.[K+].[K+].[CH3:23][N:24]1[C:28](=O)[CH2:27][CH2:26][CH2:25]1. (8) Given the product [CH3:26][C:19]1[CH:20]=[C:21]([N+:1]([O-:4])=[O:2])[C:22]2[C:23]3[C:15](=[CH:14][C:13]([CH3:12])=[CH:25][CH:24]=3)[C:16]([CH3:28])([CH3:27])[C:17]=2[CH:18]=1, predict the reactants needed to synthesize it. The reactants are: [N+:1]([O-:4])(O)=[O:2].C(OC(=O)C)(=O)C.[CH3:12][C:13]1[CH:25]=[CH:24][C:23]2[C:22]3[C:17](=[CH:18][C:19]([CH3:26])=[CH:20][CH:21]=3)[C:16]([CH3:28])([CH3:27])[C:15]=2[CH:14]=1.